Predict the reaction yield, written as a fraction of the theoretical maximum amount of product (1.0 means a 100% yield; for example, 0.34 means a 34% yield). From a dataset of Reaction yield outcomes from USPTO patents with 853,638 reactions. (1) The reactants are [C:1]1([CH2:7][O:8][C:9]([C:11]2([NH2:17])[CH2:16][CH2:15][CH2:14][CH2:13][CH2:12]2)=[O:10])[CH:6]=[CH:5][CH:4]=[CH:3][CH:2]=1.[C:18](OC(OC(C)(C)C)=O)(OC(C)(C)C)=[O:19].C(N(CC)CC)C.[C:40]([N:48]1[CH2:53][CH2:52][NH:51][CH2:50][CH2:49]1)(=[O:47])[C:41]1[CH:46]=[CH:45][CH:44]=[CH:43][CH:42]=1. The catalyst is C(Cl)Cl. The product is [C:1]1([CH2:7][O:8][C:9]([C:11]2([NH:17][C:18]([N:51]3[CH2:52][CH2:53][N:48]([C:40](=[O:47])[C:41]4[CH:46]=[CH:45][CH:44]=[CH:43][CH:42]=4)[CH2:49][CH2:50]3)=[O:19])[CH2:12][CH2:13][CH2:14][CH2:15][CH2:16]2)=[O:10])[CH:2]=[CH:3][CH:4]=[CH:5][CH:6]=1. The yield is 0.860. (2) The reactants are [O:1]=[C:2]([CH2:9][C:10]([O:12][CH2:13][CH3:14])=[O:11])[CH2:3][C:4]([O:6][CH2:7][CH3:8])=[O:5].[H-].[Na+].I[CH3:18]. The catalyst is O1CCCC1. The product is [CH3:18][CH:9]([C:2](=[O:1])[CH2:3][C:4]([O:6][CH2:7][CH3:8])=[O:5])[C:10]([O:12][CH2:13][CH3:14])=[O:11]. The yield is 0.360. (3) The reactants are C(OP([CH2:9][C:10]([O:12][CH2:13][CH3:14])=[O:11])(OCC)=O)C.[H-].[Na+].[Cl:17][C:18]1[CH:19]=[CH:20][C:21]([CH:39]=O)=[C:22]2[C:26]=1[N:25]=[C:24]1[N:27]([C:31]3[CH:36]=[CH:35][C:34]([Cl:37])=[CH:33][C:32]=3[Cl:38])[CH2:28][CH2:29][CH2:30][N:23]21.O. The catalyst is O1CCCC1. The product is [Cl:17][C:18]1[C:26]2[N:25]=[C:24]3[N:27]([C:31]4[CH:36]=[CH:35][C:34]([Cl:37])=[CH:33][C:32]=4[Cl:38])[CH2:28][CH2:29][CH2:30][N:23]3[C:22]=2[C:21](/[CH:39]=[CH:9]/[C:10]([O:12][CH2:13][CH3:14])=[O:11])=[CH:20][CH:19]=1. The yield is 0.830. (4) The reactants are [CH3:1][O:2][C:3](=[O:15])[CH:4]([OH:14])[C:5]1[CH:10]=[CH:9][CH:8]=[C:7]([N+:11]([O-])=O)[CH:6]=1.[C:16](O[C:16]([O:18][C:19]([CH3:22])([CH3:21])[CH3:20])=[O:17])([O:18][C:19]([CH3:22])([CH3:21])[CH3:20])=[O:17]. The catalyst is CO.[Pd]. The product is [CH3:1][O:2][C:3](=[O:15])[CH:4]([OH:14])[C:5]1[CH:10]=[CH:9][CH:8]=[C:7]([NH:11][C:16]([O:18][C:19]([CH3:22])([CH3:21])[CH3:20])=[O:17])[CH:6]=1. The yield is 0.840. (5) The reactants are [CH3:1][C:2](C)([O-])[CH3:3].[K+].[C:7]([NH:17][CH2:18][CH2:19][CH2:20][CH2:21][C:22]1[CH:27]=[CH:26][C:25]([OH:28])=[CH:24][CH:23]=1)([O:9][CH2:10][C:11]1[CH:16]=[CH:15][CH:14]=[CH:13][CH:12]=1)=[O:8].C(Br)C=C. The catalyst is CC#N.C1OCCOCCOCCOCCOCCOC1. The product is [C:7]([NH:17][CH2:18][CH2:19][CH2:20][CH2:21][C:22]1[CH:27]=[CH:26][C:25]([O:28][CH2:3][CH:2]=[CH2:1])=[CH:24][CH:23]=1)([O:9][CH2:10][C:11]1[CH:12]=[CH:13][CH:14]=[CH:15][CH:16]=1)=[O:8]. The yield is 0.710. (6) The reactants are [CH3:1][O:2][C:3]1[C:8]2[O:9][CH2:10][O:11][C:7]=2[CH:6]=[C:5]([CH2:12]O)[CH:4]=1.C([O-])(O)=O.[Na+].O=S(Cl)[Cl:21]. No catalyst specified. The product is [Cl:21][CH2:12][C:5]1[CH:4]=[C:3]([O:2][CH3:1])[C:8]2[O:9][CH2:10][O:11][C:7]=2[CH:6]=1. The yield is 0.940. (7) The reactants are N[C:2]1[C:3]([C:12]2[CH:17]=[CH:16][C:15]([Cl:18])=[CH:14][C:13]=2[Cl:19])=[N:4][S:5][C:6]=1[C:7]([O:9][CH2:10][CH3:11])=[O:8].N(OCCC(C)C)=O. The catalyst is O1CCCC1. The product is [Cl:19][C:13]1[CH:14]=[C:15]([Cl:18])[CH:16]=[CH:17][C:12]=1[C:3]1[CH:2]=[C:6]([C:7]([O:9][CH2:10][CH3:11])=[O:8])[S:5][N:4]=1. The yield is 0.750.